This data is from Catalyst prediction with 721,799 reactions and 888 catalyst types from USPTO. The task is: Predict which catalyst facilitates the given reaction. (1) Reactant: CN(C=O)C.[CH:6]1([C:11]2([CH3:19])[N:15]([CH3:16])[C:14](=[O:17])[NH:13][C:12]2=[O:18])[CH2:10][CH2:9][CH2:8][CH2:7]1.[H-].[Na+].Br.Br[CH2:24][C:25]([C:27]1[CH:28]=[N:29][CH:30]=[CH:31][CH:32]=1)=[O:26]. Product: [CH:6]1([C:11]2([CH3:19])[N:15]([CH3:16])[C:14](=[O:17])[N:13]([CH2:24][C:25](=[O:26])[C:27]3[CH:28]=[N:29][CH:30]=[CH:31][CH:32]=3)[C:12]2=[O:18])[CH2:7][CH2:8][CH2:9][CH2:10]1. The catalyst class is: 6. (2) Reactant: [CH3:1][S:2]([NH2:5])(=[O:4])=[O:3].C1(P(C2CCCCC2)C2C=CC=CC=2C2C(C(C)C)=CC(C(C)C)=CC=2C(C)C)CCCCC1.C(=O)([O-])[O-].[Cs+].[Cs+].[CH2:46]([O:48][C:49](=[O:70])[C@H:50]([O:52][C:53]1[CH:58]=[C:57](Cl)[N:56]=[C:55]([S:60][CH2:61][C:62]2[CH:67]=[CH:66][CH:65]=[C:64]([F:68])[C:63]=2[F:69])[N:54]=1)[CH3:51])[CH3:47]. Product: [CH2:46]([O:48][C:49](=[O:70])[C@H:50]([O:52][C:53]1[CH:58]=[C:57]([NH:5][S:2]([CH3:1])(=[O:4])=[O:3])[N:56]=[C:55]([S:60][CH2:61][C:62]2[CH:67]=[CH:66][CH:65]=[C:64]([F:68])[C:63]=2[F:69])[N:54]=1)[CH3:51])[CH3:47]. The catalyst class is: 102. (3) Reactant: [C:1]1([C:7]([C:15]2[CH:20]=[CH:19][CH:18]=[CH:17][CH:16]=2)(C2C=CC=CN=2)[OH:8])[CH:6]=[CH:5][CH:4]=[CH:3][CH:2]=1.I.C(O)(=O)C.[OH-].[Na+]. The catalyst class is: 2. Product: [C:7]([C:15]1[CH:20]=[CH:19][CH:18]=[CH:17][CH:16]=1)(=[O:8])[C:1]1[CH:6]=[CH:5][CH:4]=[CH:3][CH:2]=1. (4) Reactant: [CH3:1][C:2]12[CH2:11][CH:6]3[CH2:7][CH:8]([CH2:10][C:4]([CH3:12])([CH2:5]3)[CH2:3]1)[CH2:9]2.[BrH:13].BrBr.S(S([O-])=O)([O-])=O.[Na+].[Na+]. Product: [Br:13][C:6]12[CH2:11][C:2]3([CH3:1])[CH2:9][CH:8]([CH2:10][C:4]([CH3:12])([CH2:3]3)[CH2:5]1)[CH2:7]2. The catalyst class is: 313. (5) Reactant: [F:1][C:2]1[CH:7]=[CH:6][C:5]([O:8][CH2:9][CH2:10][C:11]([N:13]2[CH2:18][CH2:17][N:16]([C:19]3[CH:26]=[CH:25][CH:24]=[C:23]([C:27]([F:30])([F:29])[F:28])[C:20]=3[CH:21]=[O:22])[CH2:15][CH2:14]2)=[O:12])=[CH:4][CH:3]=1.[BH4-].[Na+].O. Product: [F:1][C:2]1[CH:7]=[CH:6][C:5]([O:8][CH2:9][CH2:10][C:11]([N:13]2[CH2:14][CH2:15][N:16]([C:19]3[CH:26]=[CH:25][CH:24]=[C:23]([C:27]([F:28])([F:30])[F:29])[C:20]=3[CH2:21][OH:22])[CH2:17][CH2:18]2)=[O:12])=[CH:4][CH:3]=1. The catalyst class is: 1.